This data is from Full USPTO retrosynthesis dataset with 1.9M reactions from patents (1976-2016). The task is: Predict the reactants needed to synthesize the given product. Given the product [Cl:1][C:2]1[CH:7]=[CH:6][C:5]([CH:8]([CH:11]2[CH2:16][CH2:15][O:14][CH2:13][CH2:12]2)[CH2:9][NH2:10])=[CH:4][CH:3]=1, predict the reactants needed to synthesize it. The reactants are: [Cl:1][C:2]1[CH:7]=[CH:6][C:5]([C:8](=[C:11]2[CH2:16][CH2:15][O:14][CH2:13][CH2:12]2)[C:9]#[N:10])=[CH:4][CH:3]=1.N.O.